Dataset: Forward reaction prediction with 1.9M reactions from USPTO patents (1976-2016). Task: Predict the product of the given reaction. Given the reactants [NH2:1][C:2]1[N:7]=[CH:6][C:5]([C:8]2[NH:12][C:11]([C@H:13]3[N:17]4[C:18](=[O:35])[CH:19]=[C:20]([C:22]5[CH:27]=[C:26]([Cl:28])[CH:25]=[CH:24][C:23]=5[N:29]5[CH:33]=[C:32]([Cl:34])[N:31]=[N:30]5)[N:21]=[C:16]4[CH2:15][CH2:14]3)=[N:10][CH:9]=2)=[CH:4][CH:3]=1.Cl[C:37]([O:39][CH2:40][CH2:41][O:42][CH3:43])=[O:38], predict the reaction product. The product is: [CH3:43][O:42][CH2:41][CH2:40][O:39][C:37](=[O:38])[NH:1][C:2]1[CH:3]=[CH:4][C:5]([C:8]2[NH:12][C:11]([C@H:13]3[N:17]4[C:18](=[O:35])[CH:19]=[C:20]([C:22]5[CH:27]=[C:26]([Cl:28])[CH:25]=[CH:24][C:23]=5[N:29]5[CH:33]=[C:32]([Cl:34])[N:31]=[N:30]5)[N:21]=[C:16]4[CH2:15][CH2:14]3)=[N:10][CH:9]=2)=[CH:6][N:7]=1.